Dataset: Forward reaction prediction with 1.9M reactions from USPTO patents (1976-2016). Task: Predict the product of the given reaction. (1) Given the reactants [C:1]([C:5]1[CH:10]=[CH:9][C:8]([N:11]2[C:15](=[O:16])[C:14]([CH3:18])([CH3:17])[N:13]([CH2:19][C:20]3[CH:25]=[CH:24][N:23]=[C:22](Cl)[CH:21]=3)[C:12]2=[O:27])=[CH:7][CH:6]=1)([CH3:4])([CH3:3])[CH3:2].[NH2:28][C:29]1[CH:30]=[CH:31][C:32]([OH:35])=[N:33][CH:34]=1.C(=O)([O-])[O-].[Cs+].[Cs+].CC1(C)C2C=CC(P(C3C=CC=CC=3)C3C=CC=CC=3)=CC=2OC2C1=CC=C(P(C1C=CC=CC=1)C1C=CC=CC=1)C=2, predict the reaction product. The product is: [C:1]([C:5]1[CH:10]=[CH:9][C:8]([N:11]2[C:15](=[O:16])[C:14]([CH3:18])([CH3:17])[N:13]([CH2:19][C:20]3[CH:25]=[CH:24][N:23]=[C:22]([NH:28][C:29]4[CH:34]=[N:33][C:32]([OH:35])=[CH:31][CH:30]=4)[CH:21]=3)[C:12]2=[O:27])=[CH:7][CH:6]=1)([CH3:4])([CH3:3])[CH3:2]. (2) Given the reactants [C:1](OC(=O)C)(=[O:3])[CH3:2].[CH3:8][CH:9]([CH2:18][CH2:19][CH:20]=[C:21]([CH3:28])[CH2:22][CH2:23][CH:24]=[C:25]([CH3:27])[CH3:26])[CH2:10][CH:11]([OH:17])[CH:12]([N+:14]([O-:16])=[O:15])[CH3:13].OS(O)(=O)=O, predict the reaction product. The product is: [C:1]([O:17][CH:11]([CH2:10][CH:9]([CH3:8])[CH2:18][CH2:19][CH:20]=[C:21]([CH3:28])[CH2:22][CH2:23][CH:24]=[C:25]([CH3:26])[CH3:27])[CH:12]([N+:14]([O-:16])=[O:15])[CH3:13])(=[O:3])[CH3:2]. (3) Given the reactants [Cl:1][C:2]1[S:6][C:5]([S:7]([NH2:10])(=[O:9])=[O:8])=[CH:4][C:3]=1[N+:11]([O-])=O, predict the reaction product. The product is: [NH2:11][C:3]1[CH:4]=[C:5]([S:7]([NH2:10])(=[O:8])=[O:9])[S:6][C:2]=1[Cl:1]. (4) The product is: [F:18][C:19]1[CH:24]=[CH:23][CH:22]=[C:21]([F:25])[C:20]=1[O:26][CH2:2][C:3]1[CH:8]=[C:7]([OH:9])[N:6]2[N:10]=[C:11]([C:13]3[O:14][CH:15]=[CH:16][CH:17]=3)[CH:12]=[C:5]2[N:4]=1. Given the reactants Cl[CH2:2][C:3]1[CH:8]=[C:7]([OH:9])[N:6]2[N:10]=[C:11]([C:13]3[O:14][CH:15]=[CH:16][CH:17]=3)[CH:12]=[C:5]2[N:4]=1.[F:18][C:19]1[CH:24]=[CH:23][CH:22]=[C:21]([F:25])[C:20]=1[OH:26].C([O-])([O-])=O.[K+].[K+].C(O)(=O)C, predict the reaction product. (5) Given the reactants [CH:1]1([C:4]2[C:12]3[C:7](=[N:8][CH:9]=[CH:10][C:11]=3[O:13][C:14]3[CH:20]=[CH:19][C:17]([NH2:18])=[CH:16][C:15]=3[F:21])[NH:6][CH:5]=2)[CH2:3][CH2:2]1.Cl[C:23]1[CH:28]=[C:27]([C:29]([F:32])([F:31])[F:30])[N:26]=[C:25]([NH2:33])[N:24]=1.Cl.[OH-].[Na+], predict the reaction product. The product is: [CH:1]1([C:4]2[C:12]3[C:7](=[N:8][CH:9]=[CH:10][C:11]=3[O:13][C:14]3[CH:20]=[CH:19][C:17]([NH:18][C:23]4[CH:28]=[C:27]([C:29]([F:32])([F:30])[F:31])[N:26]=[C:25]([NH2:33])[N:24]=4)=[CH:16][C:15]=3[F:21])[NH:6][CH:5]=2)[CH2:3][CH2:2]1.